From a dataset of Reaction yield outcomes from USPTO patents with 853,638 reactions. Predict the reaction yield, written as a fraction of the theoretical maximum amount of product (1.0 means a 100% yield; for example, 0.34 means a 34% yield). (1) The catalyst is N1C=CC=CC=1. The reactants are [F:1][C:2]1[CH:7]=[CH:6][CH:5]=[C:4]([F:8])[C:3]=1[S:9](Cl)(=[O:11])=[O:10].[CH3:13][O:14][C:15]([C:17]1[CH:22]=[CH:21][N:20]=[C:19]([NH2:23])[CH:18]=1)=[O:16].O. The product is [F:1][C:2]1[CH:7]=[CH:6][CH:5]=[C:4]([F:8])[C:3]=1[S:9]([NH:23][C:19]1[CH:18]=[C:17]([C:15]([O:14][CH3:13])=[O:16])[CH:22]=[CH:21][N:20]=1)(=[O:11])=[O:10]. The yield is 0.470. (2) The reactants are C([O:3][C:4](=[O:6])[CH3:5])C.[CH2:7]([N:14]1[C:22](=[O:23])[C:21]2[C:16](=[CH:17][CH:18]=[CH:19][CH:20]=2)[CH:15]1[NH2:24])[C:8]1[CH:13]=[CH:12][CH:11]=[CH:10][CH:9]=1.C(=O)([O-])[O-].[K+].[K+].Cl. The catalyst is O.CO. The product is [C:4]([OH:6])(=[O:3])[CH3:5].[CH2:7]([N:14]1[C:22](=[O:23])[C:21]2[C:16](=[CH:17][CH:18]=[CH:19][CH:20]=2)[CH:15]1[NH2:24])[C:8]1[CH:9]=[CH:10][CH:11]=[CH:12][CH:13]=1. The yield is 0.400.